Dataset: Forward reaction prediction with 1.9M reactions from USPTO patents (1976-2016). Task: Predict the product of the given reaction. Given the reactants [OH-].[NH4+:2].F[C:4]1[C:9]([F:10])=[C:8]([F:11])[N:7]=[C:6]([C:12]#[N:13])[CH:5]=1, predict the reaction product. The product is: [NH2:2][C:4]1[C:9]([F:10])=[C:8]([F:11])[N:7]=[C:6]([C:12]#[N:13])[CH:5]=1.